This data is from Reaction yield outcomes from USPTO patents with 853,638 reactions. The task is: Predict the reaction yield, written as a fraction of the theoretical maximum amount of product (1.0 means a 100% yield; for example, 0.34 means a 34% yield). (1) The reactants are FC(F)(F)C(O)=O.[O:8]1[C:12]2[CH:13]=[CH:14][CH:15]=[CH:16][C:11]=2[C:10]([NH:17][C:18]([N:20]2[CH2:25][CH2:24][NH:23][CH2:22][CH2:21]2)=[O:19])=[N:9]1.C(N(CC)CC)C.Cl[C:34]([O:36][CH2:37][C:38]1[CH:43]=[CH:42][CH:41]=[C:40]([F:44])[CH:39]=1)=[O:35].O. The catalyst is O1CCCC1. The product is [O:8]1[C:12]2[CH:13]=[CH:14][CH:15]=[CH:16][C:11]=2[C:10]([NH:17][C:18]([N:20]2[CH2:25][CH2:24][N:23]([C:34]([O:36][CH2:37][C:38]3[CH:43]=[CH:42][CH:41]=[C:40]([F:44])[CH:39]=3)=[O:35])[CH2:22][CH2:21]2)=[O:19])=[N:9]1. The yield is 0.597. (2) The product is [Br:1][C:2]1[CH:6]=[CH:5][N:4]([NH:7][C:8](=[O:19])[C@@H:9]([NH:11][C:12](=[O:13])[O:14][C:15]([CH3:16])([CH3:17])[CH3:18])[CH3:10])[C:3]=1[C:20](=[O:22])[NH:32][CH2:31][C:26]1[CH:27]=[CH:28][CH:29]=[CH:30][C:25]=1[Cl:24]. The reactants are [Br:1][C:2]1[CH:6]=[CH:5][N:4]([NH:7][C:8](=[O:19])[C@@H:9]([NH:11][C:12]([O:14][C:15]([CH3:18])([CH3:17])[CH3:16])=[O:13])[CH3:10])[C:3]=1[C:20]([O:22]C)=O.[Cl:24][C:25]1[CH:30]=[CH:29][CH:28]=[CH:27][C:26]=1[CH2:31][NH2:32]. The yield is 0.650. No catalyst specified. (3) The reactants are C[O:2][C:3](=[O:36])[CH:4]([CH2:24][CH:25]=[CH:26][CH2:27][P:28]([O:33]CC)([O:30][CH2:31][CH3:32])=[O:29])[CH2:5][C:6]([CH3:23])=[CH:7][CH2:8][C:9]1[C:10]([OH:22])=[C:11]2[C:15](=[C:16]([CH3:20])[C:17]=1[O:18][CH3:19])[CH2:14][O:13][C:12]2=[O:21].[OH-].[Li+]. The catalyst is CO.O. The product is [CH2:31]([O:30][P:28]([CH2:27][CH:26]=[CH:25][CH2:24][CH:4]([CH2:5][C:6]([CH3:23])=[CH:7][CH2:8][C:9]1[C:10]([OH:22])=[C:11]2[C:15](=[C:16]([CH3:20])[C:17]=1[O:18][CH3:19])[CH2:14][O:13][C:12]2=[O:21])[C:3]([OH:36])=[O:2])([OH:33])=[O:29])[CH3:32]. The yield is 0.890. (4) The reactants are [CH:1]1[C:13]2[NH:12][C:11]3[C:6](=[CH:7][CH:8]=[CH:9][CH:10]=3)[C:5]=2[CH:4]=[CH:3][CH:2]=1.Br[C:15]1[CH:16]=[C:17]([Si:21]([C:34]2[CH:39]=[CH:38][CH:37]=[C:36]([Br:40])[CH:35]=2)([C:28]2[CH:33]=[CH:32][CH:31]=[CH:30][CH:29]=2)[C:22]2[CH:27]=[CH:26][CH:25]=[CH:24][CH:23]=2)[CH:18]=[CH:19][CH:20]=1.CC(C)([O-])C.[Na+]. The catalyst is C1(C)C(C)=CC=CC=1.C1C=CC(/C=C/C(/C=C/C2C=CC=CC=2)=O)=CC=1.C1C=CC(/C=C/C(/C=C/C2C=CC=CC=2)=O)=CC=1.C1C=CC(/C=C/C(/C=C/C2C=CC=CC=2)=O)=CC=1.[Pd].[Pd].C1(P(C2C=CC=CC=2)[C-]2C=CC=C2)C=CC=CC=1.[C-]1(P(C2C=CC=CC=2)C2C=CC=CC=2)C=CC=C1.[Fe+2]. The product is [Br:40][C:36]1[CH:35]=[C:34]([Si:21]([C:28]2[CH:29]=[CH:30][CH:31]=[CH:32][CH:33]=2)([C:17]2[CH:16]=[CH:15][CH:20]=[CH:19][CH:18]=2)[C:22]2[CH:23]=[C:24]([N:12]3[C:11]4[CH:10]=[CH:9][CH:8]=[CH:7][C:6]=4[C:5]4[C:13]3=[CH:1][CH:2]=[CH:3][CH:4]=4)[CH:25]=[CH:26][CH:27]=2)[CH:39]=[CH:38][CH:37]=1. The yield is 0.490.